Dataset: NCI-60 drug combinations with 297,098 pairs across 59 cell lines. Task: Regression. Given two drug SMILES strings and cell line genomic features, predict the synergy score measuring deviation from expected non-interaction effect. (1) Drug 1: C1CC(=O)NC(=O)C1N2CC3=C(C2=O)C=CC=C3N. Drug 2: C1C(C(OC1N2C=NC3=C(N=C(N=C32)Cl)N)CO)O. Cell line: CCRF-CEM. Synergy scores: CSS=69.2, Synergy_ZIP=-1.80, Synergy_Bliss=-1.27, Synergy_Loewe=-45.7, Synergy_HSA=2.87. (2) Drug 1: CC=C1C(=O)NC(C(=O)OC2CC(=O)NC(C(=O)NC(CSSCCC=C2)C(=O)N1)C(C)C)C(C)C. Drug 2: CCC1(CC2CC(C3=C(CCN(C2)C1)C4=CC=CC=C4N3)(C5=C(C=C6C(=C5)C78CCN9C7C(C=CC9)(C(C(C8N6C)(C(=O)OC)O)OC(=O)C)CC)OC)C(=O)OC)O.OS(=O)(=O)O. Cell line: M14. Synergy scores: CSS=4.07, Synergy_ZIP=-1.24, Synergy_Bliss=5.10, Synergy_Loewe=-3.56, Synergy_HSA=0.688. (3) Drug 1: CC(C1=C(C=CC(=C1Cl)F)Cl)OC2=C(N=CC(=C2)C3=CN(N=C3)C4CCNCC4)N. Drug 2: C1C(C(OC1N2C=NC3=C(N=C(N=C32)Cl)N)CO)O. Cell line: PC-3. Synergy scores: CSS=12.2, Synergy_ZIP=-3.15, Synergy_Bliss=0.222, Synergy_Loewe=0.0972, Synergy_HSA=0.461. (4) Drug 1: C1=NC2=C(N1)C(=S)N=C(N2)N. Drug 2: C1CN(CCN1C(=O)CCBr)C(=O)CCBr. Cell line: NCI-H460. Synergy scores: CSS=50.8, Synergy_ZIP=-2.67, Synergy_Bliss=-3.22, Synergy_Loewe=-6.22, Synergy_HSA=-0.00643. (5) Synergy scores: CSS=29.7, Synergy_ZIP=2.83, Synergy_Bliss=8.32, Synergy_Loewe=-42.0, Synergy_HSA=7.71. Drug 2: CCC(=C(C1=CC=CC=C1)C2=CC=C(C=C2)OCCN(C)C)C3=CC=CC=C3.C(C(=O)O)C(CC(=O)O)(C(=O)O)O. Cell line: SN12C. Drug 1: CCC1(CC2CC(C3=C(CCN(C2)C1)C4=CC=CC=C4N3)(C5=C(C=C6C(=C5)C78CCN9C7C(C=CC9)(C(C(C8N6C=O)(C(=O)OC)O)OC(=O)C)CC)OC)C(=O)OC)O.OS(=O)(=O)O.